This data is from Reaction yield outcomes from USPTO patents with 853,638 reactions. The task is: Predict the reaction yield, written as a fraction of the theoretical maximum amount of product (1.0 means a 100% yield; for example, 0.34 means a 34% yield). (1) The reactants are [F:1][C:2]1[CH:7]=[C:6]([F:8])[CH:5]=[CH:4][C:3]=1[N:9]1[C:13]([C:14]2[S:23][C:22]3[C:21]4[N:24]=[C:25]([N:28]5[CH2:33][C@H:32]([CH3:34])[N:31]([C:35](=O)[C:36]([F:39])([F:38])[F:37])[C@H:30]([CH3:41])[CH2:29]5)[CH:26]=[CH:27][C:20]=4[O:19][CH2:18][CH2:17][C:16]=3[CH:15]=2)=[N:12][CH:11]=[N:10]1.B.CSC. The catalyst is O1CCCC1. The product is [F:1][C:2]1[CH:7]=[C:6]([F:8])[CH:5]=[CH:4][C:3]=1[N:9]1[C:13]([C:14]2[S:23][C:22]3[C:21]4[N:24]=[C:25]([N:28]5[CH2:33][C@H:32]([CH3:34])[N:31]([CH2:35][C:36]([F:37])([F:38])[F:39])[C@H:30]([CH3:41])[CH2:29]5)[CH:26]=[CH:27][C:20]=4[O:19][CH2:18][CH2:17][C:16]=3[CH:15]=2)=[N:12][CH:11]=[N:10]1. The yield is 0.610. (2) The reactants are [F:1][C:2]([F:6])([F:5])[CH2:3][OH:4].Cl[C:8]1[N:9]=[C:10]([OH:24])[C:11]2[CH:17]=[CH:16][N:15]=[C:14]([C:18]3[N:19]=[CH:20][N:21]([CH3:23])[CH:22]=3)[C:12]=2[N:13]=1. No catalyst specified. The product is [CH3:23][N:21]1[CH:22]=[C:18]([C:14]2[C:12]3[N:13]=[C:8]([O:4][CH2:3][C:2]([F:6])([F:5])[F:1])[N:9]=[C:10]([OH:24])[C:11]=3[CH:17]=[CH:16][N:15]=2)[N:19]=[CH:20]1. The yield is 0.230. (3) The reactants are [CH3:1][N:2]([CH:4]=[O:5])C.C(Cl)(=O)C(Cl)=O.C[NH2:13].[H][H].[C:16]1(C)C=[CH:20][CH:19]=[CH:18][CH:17]=1. The catalyst is CCO.[Pd].C1COCC1. The product is [CH3:1][NH:2][C:4]([C@@H:17]1[CH2:18][CH2:19][CH2:20][NH:13][CH2:16]1)=[O:5]. The yield is 1.13. (4) The reactants are [C:1]([C:4]1[CH:5]=[C:6]([S:14][CH2:15][CH2:16][CH2:17]Cl)[C:7]([OH:13])=[C:8]([CH:12]=1)[C:9]([NH2:11])=[O:10])(=[O:3])[CH3:2].C([O-])([O-])=O.[Cs+].[Cs+]. The catalyst is CN(C=O)C.C(OCC)(=O)C.Cl. The product is [C:1]([C:4]1[CH:12]=[C:8]([C:9]([NH2:11])=[O:10])[C:7]2[O:13][CH2:17][CH2:16][CH2:15][S:14][C:6]=2[CH:5]=1)(=[O:3])[CH3:2]. The yield is 0.400. (5) The reactants are [CH3:1][O:2][C:3]1[CH:8]=[CH:7][C:6]([C:9](=O)[CH2:10][N:11]2[C:15]([C:16]([O:18]C)=O)=[CH:14][C:13]3[CH:20]=[CH:21][S:22][C:12]2=3)=[CH:5][CH:4]=1.[CH2:24]([NH2:27])[CH2:25][NH2:26]. The catalyst is O1CCOCC1. The product is [CH3:1][O:2][C:3]1[CH:4]=[CH:5][C:6]([C:9]23[NH:27][CH2:24][CH2:25][N:26]2[C:16](=[O:18])[C:15]2[N:11]([C:12]4[S:22][CH:21]=[CH:20][C:13]=4[CH:14]=2)[CH2:10]3)=[CH:7][CH:8]=1. The yield is 0.730. (6) The reactants are Br[C:2]1[CH:3]=[CH:4][C:5]2[O:11][CH2:10][CH2:9][N:8]3[C:12]([CH2:18][N:19]([CH3:21])[CH3:20])=[C:13]([C:15]([NH2:17])=[O:16])[N:14]=[C:7]3[C:6]=2[CH:22]=1.BrC1C=CC2OCCN3C(CN4CCCC4)=C(C(N)=O)N=C3C=2C=1.CNC.[CH3:50][C:51]([OH:55])([C:53]#[CH:54])[CH3:52]. No catalyst specified. The product is [CH3:20][N:19]([CH2:18][C:12]1[N:8]2[CH2:9][CH2:10][O:11][C:5]3[CH:4]=[CH:3][C:2]([C:54]#[C:53][C:51]([OH:55])([CH3:52])[CH3:50])=[CH:22][C:6]=3[C:7]2=[N:14][C:13]=1[C:15]([NH2:17])=[O:16])[CH3:21]. The yield is 0.340. (7) The yield is 0.100. The catalyst is C1C=CC(P(C2C=CC=CC=2)[C-]2C=CC=C2)=CC=1.C1C=CC(P(C2C=CC=CC=2)[C-]2C=CC=C2)=CC=1.Cl[Pd]Cl.[Fe+2]. The product is [C:38]([OH:39])(=[O:25])[CH3:35].[NH2:16][CH2:17][C:18]1[CH:23]=[CH:22][C:21]([C:2]2[N:6]3[N:7]=[C:8]([NH:11][CH2:12][CH2:13][CH2:14][CH3:15])[CH:9]=[CH:10][C:5]3=[N:4][CH:3]=2)=[CH:20][CH:19]=1. The reactants are Br[C:2]1[N:6]2[N:7]=[C:8]([NH:11][CH2:12][CH2:13][CH2:14][CH3:15])[CH:9]=[CH:10][C:5]2=[N:4][CH:3]=1.[NH2:16][CH2:17][C:18]1[CH:23]=[CH:22][C:21](B(O)[OH:25])=[CH:20][CH:19]=1.P([O-])([O-])([O-])=O.[K+].[K+].[K+].[CH2:35]([CH2:38][O:39]C)OC.O.